Predict which catalyst facilitates the given reaction. From a dataset of Catalyst prediction with 721,799 reactions and 888 catalyst types from USPTO. (1) Reactant: [O:1]=[C:2]1[N:6]2[C:7]3[N:8]=[CH:9][C:10]([O:23][C:24]4[CH:29]=[CH:28][CH:27]=[CH:26][CH:25]=4)=[CH:11][C:12]=3[CH2:13][CH:14]([NH:15]C(=O)OC(C)(C)C)[C:5]2=[N:4][NH:3]1.[ClH:30]. Product: [ClH:30].[NH2:15][CH:14]1[CH2:13][C:12]2[CH:11]=[C:10]([O:23][C:24]3[CH:29]=[CH:28][CH:27]=[CH:26][CH:25]=3)[CH:9]=[N:8][C:7]=2[N:6]2[C:2](=[O:1])[NH:3][N:4]=[C:5]12. The catalyst class is: 41. (2) Product: [Br:10][C:5]1[C:4]([CH3:9])=[N:3][C:2]([OH:1])=[N:7][C:6]=1[CH3:8]. The catalyst class is: 9. Reactant: [OH:1][C:2]1[N:7]=[C:6]([CH3:8])[CH:5]=[C:4]([CH3:9])[N:3]=1.[Br:10]N1C(=O)CCC1=O.